Dataset: Full USPTO retrosynthesis dataset with 1.9M reactions from patents (1976-2016). Task: Predict the reactants needed to synthesize the given product. (1) Given the product [C:1]([CH:3]1[CH2:8][CH2:7][N:6]([C:9](=[O:45])[C@H:10]([NH:14][C:15]([C:17]2[C:25]3[C:20](=[N:21][CH:22]=[C:23]([N:26]4[C:34]5[C:29](=[CH:30][C:31]([Cl:36])=[C:32]([Cl:35])[CH:33]=5)[CH:28]=[N:27]4)[N:24]=3)[NH:19][CH:18]=2)=[O:16])[CH:11]2[CH2:12][CH2:13]2)[CH2:5][CH2:4]1)#[N:2], predict the reactants needed to synthesize it. The reactants are: [C:1]([CH:3]1[CH2:8][CH2:7][N:6]([C:9](=[O:45])[C@H:10]([NH:14][C:15]([C:17]2[C:25]3[C:20](=[N:21][CH:22]=[C:23]([N:26]4[C:34]5[C:29](=[CH:30][C:31]([Cl:36])=[C:32]([Cl:35])[CH:33]=5)[CH:28]=[N:27]4)[N:24]=3)[N:19](COCC[Si](C)(C)C)[CH:18]=2)=[O:16])[CH:11]2[CH2:13][CH2:12]2)[CH2:5][CH2:4]1)#[N:2].C(O)(C(F)(F)F)=O.C(N)CN. (2) Given the product [CH:46]1([CH2:45][O:44][C:36]2[CH:35]=[C:34]([C:32](=[O:33])[CH2:31][CH:14]([C:13](=[O:20])[CH2:12][O:11][CH2:10][C:9]3[CH:8]=[CH:7][C:6]([O:5][CH3:4])=[CH:22][CH:21]=3)[C:15]([O:17][CH2:18][CH3:19])=[O:16])[CH:39]=[CH:38][C:37]=2[O:40][CH:41]([F:43])[F:42])[CH2:48][CH2:47]1, predict the reactants needed to synthesize it. The reactants are: C(O)C.[CH3:4][O:5][C:6]1[CH:22]=[CH:21][C:9]([CH2:10][O:11][CH2:12][C:13](=[O:20])[CH2:14][C:15]([O:17][CH2:18][CH3:19])=[O:16])=[CH:8][CH:7]=1.[O-]CC.[Na+].C(O)C.Br[CH2:31][C:32]([C:34]1[CH:39]=[CH:38][C:37]([O:40][CH:41]([F:43])[F:42])=[C:36]([O:44][CH2:45][CH:46]2[CH2:48][CH2:47]2)[CH:35]=1)=[O:33]. (3) Given the product [Br:1][C:2]1[C:10]2[C:5](=[N:6][CH:7]=[CH:8][CH:9]=2)[S:4][C:3]=1[CH2:11][OH:12], predict the reactants needed to synthesize it. The reactants are: [Br:1][C:2]1[C:10]2[C:5](=[N:6][CH:7]=[CH:8][CH:9]=2)[S:4][C:3]=1[C:11](O)=[O:12].[BH4-].[BH4-].[BH4-].[BH4-].[Na+].[Na+].[Na+].[Na+]. (4) Given the product [CH3:25][N:26]([CH2:27][CH:28]([NH:31][C:21]([C:17]1[C:18]2[C:13](=[N:12][C:11]3[C:20]([N:19]=2)=[C:7]2[CH:6]=[CH:5][CH:4]=[C:3]([O:2][CH3:1])[C:8]2=[CH:9][CH:10]=3)[CH:14]=[CH:15][CH:16]=1)=[O:23])[CH2:29][CH3:30])[CH3:32], predict the reactants needed to synthesize it. The reactants are: [CH3:1][O:2][C:3]1[C:8]2=[CH:9][CH:10]=[C:11]3[C:20]([N:19]=[C:18]4[C:13]([CH:14]=[CH:15][CH:16]=[C:17]4[C:21]([OH:23])=O)=[N:12]3)=[C:7]2[CH:6]=[CH:5][CH:4]=1.Cl.[CH3:25][N:26]([CH3:32])[CH2:27][CH:28]([NH2:31])[CH2:29][CH3:30].